Dataset: Catalyst prediction with 721,799 reactions and 888 catalyst types from USPTO. Task: Predict which catalyst facilitates the given reaction. (1) Reactant: CC(OC(/N=N/C(OC(C)C)=O)=O)C.[CH2:15]([N:17]1[C:23]2[N:24]=[CH:25][C:26]([CH2:28][CH2:29][OH:30])=[CH:27][C:22]=2[C:21](=[O:31])[N:20]([CH3:32])[C:19]2[CH:33]=[CH:34][CH:35]=[N:36][C:18]1=2)[CH3:16].O[C:38]1[CH:47]=[CH:46][C:41]([C:42]([O:44][CH3:45])=[O:43])=[CH:40][C:39]=1[CH3:48].C1C=CC(P(C2C=CC=CC=2)C2C=CC=CC=2)=CC=1. Product: [CH2:15]([N:17]1[C:23]2[N:24]=[CH:25][C:26]([CH2:28][CH2:29][O:30][C:38]3[CH:47]=[CH:46][C:41]([C:42]([O:44][CH3:45])=[O:43])=[CH:40][C:39]=3[CH3:48])=[CH:27][C:22]=2[C:21](=[O:31])[N:20]([CH3:32])[C:19]2[CH:33]=[CH:34][CH:35]=[N:36][C:18]1=2)[CH3:16]. The catalyst class is: 1. (2) Reactant: [Cl:1][C:2]1[CH:7]=[C:6]([S:8]([F:13])([F:12])([F:11])([F:10])[F:9])[CH:5]=[CH:4][C:3]=1[O:14]C.[Br:16]Br.[O-]S([O-])=O.[Na+].[Na+]. Product: [Br:16][C:4]1[CH:5]=[C:6]([S:8]([F:13])([F:12])([F:11])([F:10])[F:9])[CH:7]=[C:2]([Cl:1])[C:3]=1[OH:14]. The catalyst class is: 22. (3) Reactant: [NH2:1][CH2:2][C@H:3]1[C@@H:8]([OH:9])[CH2:7][CH2:6][N:5]([CH2:10][C:11]2[CH:16]=[CH:15][CH:14]=[CH:13][CH:12]=2)[CH2:4]1.C(=O)(O)[O-].[Na+].[C:22](O[C:22]([O:24][C:25]([CH3:28])([CH3:27])[CH3:26])=[O:23])([O:24][C:25]([CH3:28])([CH3:27])[CH3:26])=[O:23].O. Product: [OH:9][C@H:8]1[CH2:7][CH2:6][N:5]([CH2:10][C:11]2[CH:16]=[CH:15][CH:14]=[CH:13][CH:12]=2)[CH2:4][C@H:3]1[CH2:2][NH:1][C:22](=[O:23])[O:24][C:25]([CH3:28])([CH3:27])[CH3:26]. The catalyst class is: 22. (4) Reactant: Cl.[OH:2][CH:3]1[O:11][C@H:10]([CH2:12][OH:13])[C@@H:8]([OH:9])[C@H:6]([OH:7])[C@H:4]1[NH2:5].C1C(=O)[N:18]([O:21]C(CCC2C=CC(O)=CC=2)=O)C(=O)C1.[CH2:33]1[CH2:37]OC[CH2:34]1.[OH2:38]. Product: [CH3:8][CH:6]([OH:7])[CH2:4][N:5]([N:18]=[O:21])[CH2:34][C:33]([CH3:37])=[O:38].[OH:2][CH:3]1[O:11][C@H:10]([CH2:12][OH:13])[C@@H:8]([OH:9])[C@H:6]([OH:7])[C@H:4]1[NH2:5]. The catalyst class is: 66. (5) Reactant: [N+:1]([C:4]1[CH:8]=[N:7][NH:6][C:5]=1[NH2:9])([O-:3])=[O:2].CN(C)[CH:12]=[CH:13][C:14]([C:16]1[CH:17]=[C:18]([N:22]([CH2:28][CH2:29][CH3:30])[S:23]([CH2:26][CH3:27])(=[O:25])=[O:24])[CH:19]=[CH:20][CH:21]=1)=O.C(OCC)(=O)C. Product: [N+:1]([C:4]1[CH:8]=[N:7][N:6]2[C:14]([C:16]3[CH:17]=[C:18]([N:22]([CH2:28][CH2:29][CH3:30])[S:23]([CH2:26][CH3:27])(=[O:25])=[O:24])[CH:19]=[CH:20][CH:21]=3)=[CH:13][CH:12]=[N:9][C:5]=12)([O-:3])=[O:2]. The catalyst class is: 15. (6) Reactant: C[O:2][C:3](=O)[C:4]1[CH:9]=[CH:8][N:7]=[C:6]([O:10][CH3:11])[CH:5]=1.O.[NH2:14][NH2:15]. Product: [CH3:11][O:10][C:6]1[CH:5]=[C:4]([CH:9]=[CH:8][N:7]=1)[C:3]([NH:14][NH2:15])=[O:2]. The catalyst class is: 8. (7) Reactant: [OH-].[Na+].[Br:3][C:4]1[C:8]([C:9]([O:11]CC)=[O:10])=[CH:7][N:6]([CH3:14])[N:5]=1.Cl. Product: [Br:3][C:4]1[C:8]([C:9]([OH:11])=[O:10])=[CH:7][N:6]([CH3:14])[N:5]=1. The catalyst class is: 8. (8) Reactant: O[C@@]([C:21]1[CH:22]=[C:23]2[C:28](=[CH:29][CH:30]=1)[CH:27]=[C:26]([C:31]([NH:33][CH3:34])=[O:32])[CH:25]=[CH:24]2)(C1N=CN(S(C2C=CC(C)=CC=2)(=O)=O)C=1)CCO.C(N(C(C)C)C(C)C)C.CS(Cl)(=O)=O.C(=O)([O-])[O-].[Na+].[Na+]. Product: [CH3:34][NH:33][C:31]([C:26]1[CH:25]=[CH:24][C:23]2[C:28](=[CH:29][CH:30]=[CH:21][CH:22]=2)[CH:27]=1)=[O:32]. The catalyst class is: 90.